This data is from Peptide-MHC class II binding affinity with 134,281 pairs from IEDB. The task is: Regression. Given a peptide amino acid sequence and an MHC pseudo amino acid sequence, predict their binding affinity value. This is MHC class II binding data. The peptide sequence is TIPQSLDSWWTSLNF. The MHC is DRB1_0701 with pseudo-sequence DRB1_0701. The binding affinity (normalized) is 0.229.